From a dataset of Reaction yield outcomes from USPTO patents with 853,638 reactions. Predict the reaction yield, written as a fraction of the theoretical maximum amount of product (1.0 means a 100% yield; for example, 0.34 means a 34% yield). (1) The product is [CH2:1]([O:3][C:4]([C:6]1[CH:7]=[N:8][N:9]([C:11]2[NH:15][C:14]3[CH:22]=[C:23]([Cl:34])[C:24]([S:26][CH2:27][C:28]4[CH:33]=[CH:32][CH:31]=[CH:30][CH:29]=4)=[CH:25][C:13]=3[N:12]=2)[CH:10]=1)=[O:5])[CH3:2]. The yield is 0.950. The reactants are [CH2:1]([O:3][C:4]([C:6]1[CH:7]=[N:8][N:9]([C:11]2[N:15](COCCOC)[C:14]3[CH:22]=[C:23]([Cl:34])[C:24]([S:26][CH2:27][C:28]4[CH:33]=[CH:32][CH:31]=[CH:30][CH:29]=4)=[CH:25][C:13]=3[N:12]=2)[CH:10]=1)=[O:5])[CH3:2].Cl.O1CCOCC1. The catalyst is CCO. (2) The reactants are [F:1][CH:2]([F:18])[C:3](=O)[CH2:4][C:5]([C:7]1[CH:12]=[CH:11][C:10]([C:13]([F:16])([F:15])[F:14])=[CH:9][CH:8]=1)=O.[NH2:19][C:20]1[C:24]([C:25]2[CH:30]=[CH:29][N:28]=[C:27]([CH3:31])[CH:26]=2)=[CH:23][NH:22][N:21]=1. No catalyst specified. The product is [F:1][CH:2]([F:18])[C:3]1[N:21]2[N:22]=[CH:23][C:24]([C:25]3[CH:30]=[CH:29][N:28]=[C:27]([CH3:31])[CH:26]=3)=[C:20]2[N:19]=[C:5]([C:7]2[CH:12]=[CH:11][C:10]([C:13]([F:16])([F:15])[F:14])=[CH:9][CH:8]=2)[CH:4]=1. The yield is 0.790. (3) The reactants are [C:1]([C:5]1[CH:10]=[C:9]([C:11]([CH3:14])([CH3:13])[CH3:12])[CH:8]=[C:7]([NH2:15])[C:6]=1[OH:16])([CH3:4])([CH3:3])[CH3:2].[BH3-][C:18]#N.[Na+].C=O. The catalyst is CO. The product is [C:1]([C:5]1[CH:10]=[C:9]([C:11]([CH3:14])([CH3:13])[CH3:12])[CH:8]=[C:7]([NH:15][CH3:18])[C:6]=1[OH:16])([CH3:4])([CH3:2])[CH3:3]. The yield is 0.150. (4) The yield is 0.670. The catalyst is O1CCOCC1. The product is [CH2:19]([O:26][C:27]1[C:32]([CH2:33][N:9]2[CH2:8][CH2:7][C:6]3[C:11](=[C:2]([Cl:1])[C:3]([C:13]4[N:17]([CH3:18])[N:16]=[CH:15][CH:14]=4)=[CH:4][CH:5]=3)[C:10]2=[O:12])=[C:31]([CH3:35])[CH:30]=[C:29]([CH3:36])[N:28]=1)[C:20]1[CH:25]=[CH:24][CH:23]=[CH:22][CH:21]=1. The reactants are [Cl:1][C:2]1[C:3]([C:13]2[N:17]([CH3:18])[N:16]=[CH:15][CH:14]=2)=[CH:4][CH:5]=[C:6]2[C:11]=1[C:10](=[O:12])[NH:9][CH2:8][CH2:7]2.[CH2:19]([O:26][C:27]1[C:32]([CH2:33]Cl)=[C:31]([CH3:35])[CH:30]=[C:29]([CH3:36])[N:28]=1)[C:20]1[CH:25]=[CH:24][CH:23]=[CH:22][CH:21]=1.C[Si]([N-][Si](C)(C)C)(C)C.[K+].O.